From a dataset of Full USPTO retrosynthesis dataset with 1.9M reactions from patents (1976-2016). Predict the reactants needed to synthesize the given product. (1) Given the product [C:1]([O:5][C:6](=[O:7])[C:8]1[CH:28]=[CH:27][C:11]([CH2:12][N:13]2[CH:22]=[CH:21][C:20]3[C:15](=[CH:16][C:17]([C:23](=[O:24])[NH:38][CH2:37][C:35]4[CH:34]=[CH:33][N:32]=[C:31]([O:30][CH3:29])[CH:36]=4)=[CH:18][CH:19]=3)[C:14]2=[O:26])=[CH:10][CH:9]=1)([CH3:4])([CH3:3])[CH3:2], predict the reactants needed to synthesize it. The reactants are: [C:1]([O:5][C:6]([C:8]1[CH:28]=[CH:27][C:11]([CH2:12][N:13]2[CH:22]=[CH:21][C:20]3[C:15](=[CH:16][C:17]([C:23](O)=[O:24])=[CH:18][CH:19]=3)[C:14]2=[O:26])=[CH:10][CH:9]=1)=[O:7])([CH3:4])([CH3:3])[CH3:2].[CH3:29][O:30][C:31]1[CH:36]=[C:35]([CH2:37][NH2:38])[CH:34]=[CH:33][N:32]=1. (2) Given the product [OH:12][C:10]1[CH:11]=[C:2]([C:25]([O:28][CH3:29])=[O:27])[CH:3]=[C:4]2[C:9]=1[N:8]=[CH:7][NH:6][C:5]2=[O:13], predict the reactants needed to synthesize it. The reactants are: Br[C:2]1[CH:3]=[C:4]2[C:9](=[C:10]([OH:12])[CH:11]=1)[N:8]=[CH:7][NH:6][C:5]2=[O:13].C(N(CC)CC)C.CO.[C]=O.[C:25]([O:28][CH2:29]C)(=[O:27])C. (3) Given the product [ClH:47].[C:1]1([C:41]2[CH:42]=[CH:43][CH:44]=[CH:45][CH:46]=2)[CH:2]=[CH:3][C:4]([CH2:7][CH:8]([NH:31][S:32]([C:35]2[CH:36]=[N:37][CH:38]=[CH:39][CH:40]=2)(=[O:33])=[O:34])[C:9]2[N:14]=[C:13]([NH:15][CH2:23][C:24]([OH:26])=[O:25])[CH:12]=[CH:11][CH:10]=2)=[CH:5][CH:6]=1, predict the reactants needed to synthesize it. The reactants are: [C:1]1([C:41]2[CH:46]=[CH:45][CH:44]=[CH:43][CH:42]=2)[CH:6]=[CH:5][C:4]([CH2:7][CH:8]([NH:31][S:32]([C:35]2[CH:36]=[N:37][CH:38]=[CH:39][CH:40]=2)(=[O:34])=[O:33])[C:9]2[N:14]=[C:13]([N:15]([CH2:23][C:24]([O:26]C(C)(C)C)=[O:25])C(OC(C)(C)C)=O)[CH:12]=[CH:11][CH:10]=2)=[CH:3][CH:2]=1.[ClH:47].O1CCOCC1.